From a dataset of Reaction yield outcomes from USPTO patents with 853,638 reactions. Predict the reaction yield, written as a fraction of the theoretical maximum amount of product (1.0 means a 100% yield; for example, 0.34 means a 34% yield). (1) The reactants are C[O:2][C:3]([C:5]1[CH:18]=[CH:17][C:8]2[N:9]([CH2:12][CH2:13][N:14]=[N+:15]=[N-:16])[CH:10]=[N:11][C:7]=2[CH:6]=1)=[O:4].[Li+].[OH-]. The catalyst is C1COCC1.O. The product is [N:14]([CH2:13][CH2:12][N:9]1[C:8]2[CH:17]=[CH:18][C:5]([C:3]([OH:4])=[O:2])=[CH:6][C:7]=2[N:11]=[CH:10]1)=[N+:15]=[N-:16]. The yield is 0.890. (2) The reactants are [F:1][C:2]1[CH:7]=[CH:6][C:5]([C:8]2[O:9][C:10]3[CH:20]=[CH:19][C:18]([C:21]4[CH:22]=[C:23]([CH:27]=[CH:28][CH:29]=4)[C:24](O)=[O:25])=[CH:17][C:11]=3[C:12]=2[C:13](=[O:16])[NH:14][CH3:15])=[CH:4][CH:3]=1.[C:30]1([C:37]2[CH:42]=[CH:41][CH:40]=[CH:39][CH:38]=2)[C:31]([NH2:36])=[CH:32][CH:33]=[CH:34][CH:35]=1.CN(C(ON1N=NC2C=CC=NC1=2)=[N+](C)C)C.F[P-](F)(F)(F)(F)F.CCN(C(C)C)C(C)C. The product is [C:30]1([C:37]2[CH:38]=[CH:39][CH:40]=[CH:41][CH:42]=2)[CH:35]=[CH:34][CH:33]=[CH:32][C:31]=1[NH:36][C:24]([C:23]1[CH:22]=[C:21]([C:18]2[CH:19]=[CH:20][C:10]3[O:9][C:8]([C:5]4[CH:6]=[CH:7][C:2]([F:1])=[CH:3][CH:4]=4)=[C:12]([C:13]([NH:14][CH3:15])=[O:16])[C:11]=3[CH:17]=2)[CH:29]=[CH:28][CH:27]=1)=[O:25]. The catalyst is CO.CN(C=O)C. The yield is 0.410. (3) The reactants are C([O:8][C:9]1[C:10]([CH3:24])=[C:11]([CH3:23])[C:12]([NH:16][CH2:17][CH2:18][CH2:19][CH2:20][CH2:21][CH3:22])=[N:13][C:14]=1[CH3:15])C1C=CC=CC=1. The catalyst is [Pd].CO. The product is [CH2:17]([NH:16][C:12]1[N:13]=[C:14]([CH3:15])[C:9]([OH:8])=[C:10]([CH3:24])[C:11]=1[CH3:23])[CH2:18][CH2:19][CH2:20][CH2:21][CH3:22]. The yield is 0.990. (4) The reactants are [C:1]([C@@H:5]1[C@@H:10]([OH:11])[C:9](=O)[CH2:8][C@H:7]([C:13]2[CH:18]=[CH:17][N:16]=[CH:15][C:14]=2[N+:19]([O-:21])=[O:20])[O:6]1)([CH3:4])([CH3:3])[CH3:2].[CH2:22]([NH2:29])[C:23]1[CH:28]=[CH:27][CH:26]=[CH:25][CH:24]=1.[Li+].[BH4-]. The catalyst is CO. The product is [CH2:22]([NH:29][C@H:9]1[CH2:8][C@H:7]([C:13]2[CH:18]=[CH:17][N:16]=[CH:15][C:14]=2[N+:19]([O-:21])=[O:20])[O:6][C@H:5]([C:1]([CH3:4])([CH3:3])[CH3:2])[C@H:10]1[OH:11])[C:23]1[CH:28]=[CH:27][CH:26]=[CH:25][CH:24]=1. The yield is 0.300.